Dataset: Catalyst prediction with 721,799 reactions and 888 catalyst types from USPTO. Task: Predict which catalyst facilitates the given reaction. (1) Reactant: [C:1]([O:5][C:6]([N:8]1[CH2:12][CH2:11][C@:10]([NH:15][C:16](=[O:22])[O:17][C:18]([CH3:21])([CH3:20])[CH3:19])([CH:13]=O)[CH2:9]1)=[O:7])([CH3:4])([CH3:3])[CH3:2].[CH3:23][C:24]1[O:28][N:27]=[C:26]([NH2:29])[CH:25]=1.C(O[BH-](OC(=O)C)OC(=O)C)(=O)C.[Na+].FC(F)(F)C(O)=O. Product: [C:1]([O:5][C:6]([N:8]1[CH2:12][CH2:11][C@:10]([NH:15][C:16](=[O:22])[O:17][C:18]([CH3:21])([CH3:20])[CH3:19])([CH2:13][NH:29][C:26]2[CH:25]=[C:24]([CH3:23])[O:28][N:27]=2)[CH2:9]1)=[O:7])([CH3:4])([CH3:3])[CH3:2]. The catalyst class is: 10. (2) Reactant: [CH2:1]([C:3]1[CH:25]=[C:24]([F:26])[CH:23]=[CH:22][C:4]=1[O:5][C:6]1[CH:11]=[CH:10][C:9]([S:12]([NH:15][C:16]2[S:20][N:19]=[CH:18][N:17]=2)(=[O:14])=[O:13])=[CH:8][C:7]=1I)[CH3:2].[CH2:27]([Zn][CH2:30][CH3:31])[CH3:28].[CH2:32]1[CH2:36]OCC1. Product: [CH2:36]([NH:15][CH2:30][CH3:31])[CH3:32].[CH2:27]([C:7]1[CH:8]=[C:9]([S:12]([NH:15][C:16]2[S:20][N:19]=[CH:18][N:17]=2)(=[O:14])=[O:13])[CH:10]=[CH:11][C:6]=1[O:5][C:4]1[CH:22]=[CH:23][C:24]([F:26])=[CH:25][C:3]=1[CH2:1][CH3:2])[CH3:28]. The catalyst class is: 140. (3) Reactant: [C:1]1(=O)[CH2:4][CH2:3][CH2:2]1.[F:6][C:7]1[CH:8]=[C:9]([CH:14]=[CH:15][C:16]=1[C:17]1[CH:18]=[C:19]2[C:24](=[CH:25][CH:26]=1)[C:23](=[O:27])[N:22]([C@@H:28]1[CH2:32][CH2:31][NH:30][CH2:29]1)[CH2:21][CH2:20]2)[C:10]([O:12][CH3:13])=[O:11]. Product: [CH:1]1([N:30]2[CH2:31][CH2:32][C@@H:28]([N:22]3[CH2:21][CH2:20][C:19]4[C:24](=[CH:25][CH:26]=[C:17]([C:16]5[CH:15]=[CH:14][C:9]([C:10]([O:12][CH3:13])=[O:11])=[CH:8][C:7]=5[F:6])[CH:18]=4)[C:23]3=[O:27])[CH2:29]2)[CH2:4][CH2:3][CH2:2]1. The catalyst class is: 5.